From a dataset of Full USPTO retrosynthesis dataset with 1.9M reactions from patents (1976-2016). Predict the reactants needed to synthesize the given product. Given the product [CH3:33][C@:30]12[C@@:29]3([CH3:34])[C@@H:20]([C@:21]4([CH3:46])[C@@H:26]([CH2:27][CH2:28]3)[C:25]([CH3:36])([CH3:35])[C:24]([C:37]3[CH:38]=[CH:39][C:40]([C:41]([OH:43])=[O:42])=[CH:44][CH:45]=3)=[CH:23][CH2:22]4)[CH2:19][CH2:18][C@@H:17]1[C@H:16]1[C@H:47]([C:50]([CH3:52])=[CH2:51])[CH2:48][CH2:49][C@:15]1([NH:14][CH2:13][CH2:12][N:9]1[CH2:10][CH2:11][N:6]([C:4](=[O:5])[C:3](=[O:53])[N:2]3[CH2:1][CH2:63][CH2:62][CH2:61][CH2:54]3)[CH2:7][CH2:8]1)[CH2:32][CH2:31]2, predict the reactants needed to synthesize it. The reactants are: [CH3:1][N:2]([CH3:54])[C:3](=[O:53])[C:4]([N:6]1[CH2:11][CH2:10][N:9]([CH2:12][CH2:13][NH:14][C@:15]23[CH2:49][CH2:48][C@@H:47]([C:50]([CH3:52])=[CH2:51])[C@@H:16]2[C@@H:17]2[C@@:30]([CH3:33])([CH2:31][CH2:32]3)[C@@:29]3([CH3:34])[C@@H:20]([C@:21]4([CH3:46])[C@@H:26]([CH2:27][CH2:28]3)[C:25]([CH3:36])([CH3:35])[C:24]([C:37]3[CH:45]=[CH:44][C:40]([C:41]([OH:43])=[O:42])=[CH:39][CH:38]=3)=[CH:23][CH2:22]4)[CH2:19][CH2:18]2)[CH2:8][CH2:7]1)=[O:5].O=C(N1CC[CH2:63][CH2:62][CH2:61]1)C(O)=O.